Dataset: Full USPTO retrosynthesis dataset with 1.9M reactions from patents (1976-2016). Task: Predict the reactants needed to synthesize the given product. The reactants are: C[O:2][C:3]1[CH:30]=[CH:29][CH:28]=[CH:27][C:4]=1[CH2:5][N:6]1[CH2:10][C:9]([CH3:12])([CH3:11])[CH:8]([O:13][C:14]2[CH:21]=[CH:20][C:17]([C:18]#[N:19])=[C:16]([C:22]([F:25])([F:24])[F:23])[CH:15]=2)[C:7]1=[O:26]. Given the product [OH:2][C:3]1[CH:30]=[CH:29][CH:28]=[CH:27][C:4]=1[CH2:5][N:6]1[CH2:10][C:9]([CH3:11])([CH3:12])[CH:8]([O:13][C:14]2[CH:21]=[CH:20][C:17]([C:18]#[N:19])=[C:16]([C:22]([F:25])([F:23])[F:24])[CH:15]=2)[C:7]1=[O:26], predict the reactants needed to synthesize it.